From a dataset of Reaction yield outcomes from USPTO patents with 853,638 reactions. Predict the reaction yield, written as a fraction of the theoretical maximum amount of product (1.0 means a 100% yield; for example, 0.34 means a 34% yield). (1) The reactants are [Cl:1][C:2]1[CH:3]=[CH:4][C:5]2[N:9]=[C:8]([CH:10]([NH:19][C:20](=[O:35])[C:21]3[CH:26]=[CH:25][C:24]([C:27]([N:29]4[CH2:33][CH2:32][CH2:31][CH2:30]4)=[O:28])=[C:23]([CH3:34])[CH:22]=3)[CH2:11][C:12]3[CH:17]=[CH:16][C:15]([OH:18])=[CH:14][CH:13]=3)[NH:7][C:6]=2[CH:36]=1.Br[CH2:38][C:39]([O:41][CH3:42])=[O:40].C(=O)([O-])[O-].[K+].[K+].ClCl. The catalyst is CN(C)C=O.ClCCl.C(O)C. The product is [Cl:1][C:2]1[CH:3]=[CH:4][C:5]2[N:9]=[C:8]([CH:10]([NH:19][C:20](=[O:35])[C:21]3[CH:26]=[CH:25][C:24]([C:27]([N:29]4[CH2:33][CH2:32][CH2:31][CH2:30]4)=[O:28])=[C:23]([CH3:34])[CH:22]=3)[CH2:11][C:12]3[CH:13]=[CH:14][C:15]([OH:18])=[CH:16][CH:17]=3)[N:7]([CH2:38][C:39]([O:41][CH3:42])=[O:40])[C:6]=2[CH:36]=1. The yield is 0.300. (2) The reactants are [NH2:1][C:2]1[N:10]=[CH:9][N:8]=[C:7]2[C:3]=1[N:4]=[C:5]([S:25][C:26]1[C:34]([N:35]([CH3:37])[CH3:36])=[CH:33][C:29]3[O:30][CH2:31][O:32][C:28]=3[CH:27]=1)[N:6]2[CH2:11][CH2:12][CH2:13][N:14]1C(=O)C2C(=CC=CC=2)C1=O.O.NN.CO. The catalyst is C(Cl)Cl. The product is [NH2:14][CH2:13][CH2:12][CH2:11][N:6]1[C:5]([S:25][C:26]2[C:34]([N:35]([CH3:37])[CH3:36])=[CH:33][C:29]3[O:30][CH2:31][O:32][C:28]=3[CH:27]=2)=[N:4][C:3]2[C:7]1=[N:8][CH:9]=[N:10][C:2]=2[NH2:1]. The yield is 0.800. (3) The reactants are [C:1]1([CH2:7][N:8]2[CH2:12][CH2:11][C@@H:10]([NH2:13])[CH2:9]2)[CH:6]=[CH:5][CH:4]=[CH:3][CH:2]=1.[Br:14][CH:15]([CH2:19][CH2:20]Br)[C:16](Br)=[O:17]. The catalyst is CC#N. The product is [CH2:7]([N:8]1[CH2:12][CH2:11][CH:10]([N:13]2[CH2:20][CH2:19][C@@H:15]([Br:14])[C:16]2=[O:17])[CH2:9]1)[C:1]1[CH:2]=[CH:3][CH:4]=[CH:5][CH:6]=1. The yield is 0.630. (4) The reactants are [C:1]([O:7][CH2:8][C:9]1[CH:14]=[CH:13][CH:12]=[C:11]([Cl:15])[C:10]=1[NH:16][C:17]([C:19]1[S:23][C:22]([NH2:24])=[N:21][CH:20]=1)=[O:18])(=[O:6])[C:2]([CH3:5])([CH3:4])[CH3:3].[Cl:25][C:26]1[CH:31]=[C:30](Cl)[N:29]=[C:28]([CH3:33])[N:27]=1.Cl. The catalyst is C1COCC1. The product is [C:1]([O:7][CH2:8][C:9]1[CH:14]=[CH:13][CH:12]=[C:11]([Cl:15])[C:10]=1[NH:16][C:17]([C:19]1[S:23][C:22]([NH:24][C:30]2[CH:31]=[C:26]([Cl:25])[N:27]=[C:28]([CH3:33])[N:29]=2)=[N:21][CH:20]=1)=[O:18])(=[O:6])[C:2]([CH3:5])([CH3:4])[CH3:3]. The yield is 0.660. (5) The reactants are [Br:1][C:2]1[CH:10]=[CH:9][C:5]([C:6]([OH:8])=[O:7])=[CH:4][CH:3]=1.C(OC(O[C:14]([CH3:17])([CH3:16])[CH3:15])=O)(O[C:14]([CH3:17])([CH3:16])[CH3:15])=O. The catalyst is C(O)(C)(C)C.CN(C)C1C=CN=CC=1. The product is [Br:1][C:2]1[CH:10]=[CH:9][C:5]([C:6]([O:8][C:14]([CH3:17])([CH3:16])[CH3:15])=[O:7])=[CH:4][CH:3]=1. The yield is 0.380. (6) The catalyst is C(O)(=O)C.O. The reactants are [CH2:1]([O:3][C:4](=[O:12])[CH2:5][C:6]([C:8]([F:11])([F:10])[F:9])=[O:7])[CH3:2].[N:13]([O-])=[O:14].[Na+].C1(C)C=CC=CC=1. The product is [CH2:1]([O:3][C:4](=[O:12])[C:5](=[N:13][OH:14])[C:6](=[O:7])[C:8]([F:10])([F:11])[F:9])[CH3:2]. The yield is 0.710.